This data is from Full USPTO retrosynthesis dataset with 1.9M reactions from patents (1976-2016). The task is: Predict the reactants needed to synthesize the given product. (1) Given the product [CH2:1]([O:3][C:4]([N:6]1[CH2:7][CH2:8][CH:9]([NH:12][S:13]([C:16]2[C:25]3[C:20](=[CH:21][CH:22]=[CH:23][CH:24]=3)[C:19]([NH:26][C:44]([C:43]3[C:42]([CH3:41])=[N:50][CH:49]=[CH:48][CH:47]=3)=[O:45])=[CH:18][CH:17]=2)(=[O:15])=[O:14])[CH2:10][CH2:11]1)=[O:5])[CH3:2], predict the reactants needed to synthesize it. The reactants are: [CH2:1]([O:3][C:4]([N:6]1[CH2:11][CH2:10][CH:9]([NH:12][S:13]([C:16]2[C:25]3[C:20](=[CH:21][CH:22]=[CH:23][CH:24]=3)[C:19]([NH2:26])=[CH:18][CH:17]=2)(=[O:15])=[O:14])[CH2:8][CH2:7]1)=[O:5])[CH3:2].COC1C=CC(N)=CC=1.C(=O)(O)[O-].[Na+].[CH3:41][C:42]1[N:50]=[CH:49][CH:48]=[CH:47][C:43]=1[C:44](Cl)=[O:45]. (2) Given the product [Cl:1][C:2]1[CH:10]=[CH:9][C:8]([CH3:11])=[CH:7][C:3]=1[C:4]([NH:21][CH2:20][CH:19]([N:22]1[CH2:23][CH2:24][O:25][CH2:26][CH2:27]1)[C:16]1[CH:15]=[CH:14][C:13]([CH3:12])=[CH:18][CH:17]=1)=[O:6], predict the reactants needed to synthesize it. The reactants are: [Cl:1][C:2]1[CH:10]=[CH:9][C:8]([CH3:11])=[CH:7][C:3]=1[C:4]([OH:6])=O.[CH3:12][C:13]1[CH:18]=[CH:17][C:16]([CH:19]([N:22]2[CH2:27][CH2:26][O:25][CH2:24][CH2:23]2)[CH2:20][NH2:21])=[CH:15][CH:14]=1.